The task is: Predict the reaction yield, written as a fraction of the theoretical maximum amount of product (1.0 means a 100% yield; for example, 0.34 means a 34% yield).. This data is from Reaction yield outcomes from USPTO patents with 853,638 reactions. (1) The reactants are [C:1]1([C:7]2[CH:11]=[C:10]([NH2:12])[NH:9][N:8]=2)[CH:6]=[CH:5][CH:4]=[CH:3][CH:2]=1.[F:13][CH:14]([C:20](=O)[CH3:21])[C:15](OCC)=[O:16]. The catalyst is CC(O)=O. The product is [F:13][C:14]1[C:20]([CH3:21])=[N:12][C:10]2[N:9]([N:8]=[C:7]([C:1]3[CH:2]=[CH:3][CH:4]=[CH:5][CH:6]=3)[CH:11]=2)[C:15]=1[OH:16]. The yield is 0.550. (2) The reactants are [CH3:1][N:2]([CH3:12])[C:3]1[CH:8]=[CH:7][C:6]([C:9](=O)[CH3:10])=[CH:5][CH:4]=1.[Li+].C[Si]([N-][Si](C)(C)C)(C)C.[CH3:23][O:24][C:25]1[CH:33]=[CH:32][C:28]([C:29](Cl)=O)=[CH:27][CH:26]=1.O.[NH2:35][NH2:36]. The catalyst is C1(C)C=CC=CC=1.C1COCC1.CCO.CC(O)=O. The product is [CH3:23][O:24][C:25]1[CH:33]=[CH:32][C:28]([C:29]2[NH:36][N:35]=[C:9]([C:6]3[CH:7]=[CH:8][C:3]([N:2]([CH3:12])[CH3:1])=[CH:4][CH:5]=3)[CH:10]=2)=[CH:27][CH:26]=1. The yield is 0.230.